Dataset: Full USPTO retrosynthesis dataset with 1.9M reactions from patents (1976-2016). Task: Predict the reactants needed to synthesize the given product. (1) Given the product [CH3:14][CH2:13][N:12]=[C:11]=[N:10][CH2:9][CH2:8][CH2:7][N:6]([CH3:15])[CH3:5], predict the reactants needed to synthesize it. The reactants are: CI.CI.[CH3:5][N:6]([CH3:15])[CH2:7][CH2:8][CH2:9][N:10]=[C:11]=[N:12][CH2:13][CH3:14]. (2) Given the product [OH:1][C:2]1([C:22]2[CH:27]=[CH:26][CH:25]=[CH:24][CH:23]=2)[C@H:11]2[C@H:6]([CH2:7][CH2:8][CH2:9][CH2:10]2)[N:5]([C:12]([O:14][CH2:15][C:16]2[CH:21]=[CH:20][CH:19]=[CH:18][CH:17]=2)=[O:13])[CH2:4][CH2:3]1, predict the reactants needed to synthesize it. The reactants are: [O:1]=[C:2]1[C@H:11]2[C@H:6]([CH2:7][CH2:8][CH2:9][CH2:10]2)[N:5]([C:12]([O:14][CH2:15][C:16]2[CH:21]=[CH:20][CH:19]=[CH:18][CH:17]=2)=[O:13])[CH2:4][CH2:3]1.[C:22]1([Mg]Br)[CH:27]=[CH:26][CH:25]=[CH:24][CH:23]=1. (3) Given the product [NH:23]1[CH:24]=[N:25][C:21]([C:18]2[CH:19]=[C:20]3[C:15](=[CH:16][CH:17]=2)[NH:14][N:13]=[C:12]3[C:8]2[CH:7]=[C:6]([NH:5][S:2]([CH3:1])(=[O:3])=[O:4])[CH:11]=[CH:10][CH:9]=2)=[N:22]1, predict the reactants needed to synthesize it. The reactants are: [CH3:1][S:2]([NH:5][C:6]1[CH:11]=[CH:10][CH:9]=[C:8]([C:12]2[C:20]3[C:15](=[CH:16][CH:17]=[C:18]([C:21]4[N:25]=[CH:24][N:23](C(C5C=CC=CC=5)(C5C=CC=CC=5)C5C=CC=CC=5)[N:22]=4)[CH:19]=3)[N:14](C3CCCCO3)[N:13]=2)[CH:7]=1)(=[O:4])=[O:3]. (4) Given the product [CH3:24][C:19]1[C:18]([O:17][CH2:2][C:3]2[CH:8]=[CH:7][C:6]([C:9]3[CH:13]=[C:12]([C:14]([NH2:16])=[O:15])[O:11][N:10]=3)=[CH:5][CH:4]=2)=[CH:23][CH:22]=[CH:21][N:20]=1, predict the reactants needed to synthesize it. The reactants are: Br[CH2:2][C:3]1[CH:8]=[CH:7][C:6]([C:9]2[CH:13]=[C:12]([C:14]([NH2:16])=[O:15])[O:11][N:10]=2)=[CH:5][CH:4]=1.[OH:17][C:18]1[C:19]([CH3:24])=[N:20][CH:21]=[CH:22][CH:23]=1.C([O-])([O-])=O.[K+].[K+]. (5) Given the product [Cl:7][C:8]1[CH:13]=[C:12]([S:14]([C:15]2[CH:20]=[CH:19][C:18]([C:21]([OH:23])=[O:22])=[CH:17][CH:16]=2)=[O:1])[CH:11]=[CH:10][C:9]=1[NH:24][C:25](=[O:33])[C@:26]([OH:32])([CH3:31])[C:27]([F:30])([F:28])[F:29], predict the reactants needed to synthesize it. The reactants are: [OH:1]OS([O-])=O.[K+].[Cl:7][C:8]1[CH:13]=[C:12]([S:14][C:15]2[CH:20]=[CH:19][C:18]([C:21]([OH:23])=[O:22])=[CH:17][CH:16]=2)[CH:11]=[CH:10][C:9]=1[NH:24][C:25](=[O:33])[C@:26]([OH:32])([CH3:31])[C:27]([F:30])([F:29])[F:28]. (6) Given the product [NH2:1][C:2]1[C:7]([C:11]#[C:10][C:12]2[CH:17]=[CH:16][CH:15]=[CH:14][CH:13]=2)=[CH:6][C:5]([CH3:9])=[CH:4][N:3]=1, predict the reactants needed to synthesize it. The reactants are: [NH2:1][C:2]1[C:7](Br)=[CH:6][C:5]([CH3:9])=[CH:4][N:3]=1.[C:10]([C:12]1[CH:17]=[CH:16][CH:15]=[CH:14][CH:13]=1)#[CH:11].C(Cl)(Cl)Cl. (7) Given the product [F:1][C:2]([F:27])([F:26])[C:3]1[CH:21]=[C:20]([C:22]([F:25])([F:24])[F:23])[CH:19]=[CH:18][C:4]=1[CH2:5][N:6]1[C:14]2[C:9](=[CH:10][C:11]([CH:15]=[O:16])=[CH:12][CH:13]=2)[C:8]([C:28]#[N:29])=[N:7]1, predict the reactants needed to synthesize it. The reactants are: [F:1][C:2]([F:27])([F:26])[C:3]1[CH:21]=[C:20]([C:22]([F:25])([F:24])[F:23])[CH:19]=[CH:18][C:4]=1[CH2:5][N:6]1[C:14]2[C:9](=[CH:10][C:11]([CH:15]=[O:16])=[CH:12][CH:13]=2)[C:8](I)=[N:7]1.[C:28]([Cu])#[N:29].